From a dataset of Reaction yield outcomes from USPTO patents with 853,638 reactions. Predict the reaction yield, written as a fraction of the theoretical maximum amount of product (1.0 means a 100% yield; for example, 0.34 means a 34% yield). (1) The reactants are [CH2:1]([N:3]1[C:7]2=[N:8][C:9]([CH2:28][CH3:29])=[C:10]([CH2:19][NH:20][C:21](=[O:27])[CH2:22][CH2:23][C:24](O)=[O:25])[C:11]([NH:12][CH:13]3[CH2:18][CH2:17][O:16][CH2:15][CH2:14]3)=[C:6]2[CH:5]=[N:4]1)[CH3:2].[Br:30][C:31]1[CH:32]=[C:33]([CH2:38][NH2:39])[CH:34]=[CH:35][C:36]=1[CH3:37].CN(C(ON1N=NC2C=CC=NC1=2)=[N+](C)C)C.F[P-](F)(F)(F)(F)F.C(N(CC)CC)C. The catalyst is ClCCl. The product is [Br:30][C:31]1[CH:32]=[C:33]([CH2:38][NH:39][C:24](=[O:25])[CH2:23][CH2:22][C:21]([NH:20][CH2:19][C:10]2[C:11]([NH:12][CH:13]3[CH2:14][CH2:15][O:16][CH2:17][CH2:18]3)=[C:6]3[CH:5]=[N:4][N:3]([CH2:1][CH3:2])[C:7]3=[N:8][C:9]=2[CH2:28][CH3:29])=[O:27])[CH:34]=[CH:35][C:36]=1[CH3:37]. The yield is 0.720. (2) The reactants are [NH:1]1[C@@H:9]2[C@@H:4]([CH2:5][CH2:6][CH2:7][CH2:8]2)[CH2:3][C@H:2]1[C:10]([OH:12])=[O:11].[C:13](O[C:13]([O:15][C:16]([CH3:19])([CH3:18])[CH3:17])=[O:14])([O:15][C:16]([CH3:19])([CH3:18])[CH3:17])=[O:14]. The catalyst is O1CCOCC1.[OH-].[Na+].C(OCC)C.O. The product is [C:16]([O:15][C:13]([N:1]1[C@@H:9]2[C@@H:4]([CH2:5][CH2:6][CH2:7][CH2:8]2)[CH2:3][C@H:2]1[C:10]([OH:12])=[O:11])=[O:14])([CH3:19])([CH3:18])[CH3:17]. The yield is 0.970. (3) The reactants are [F:1][C:2]1[CH:7]=[CH:6][C:5]([N:8]2[C:17]3[C:12](=[N:13][CH:14]=[C:15]([CH2:18][C:19]4[CH:24]=[CH:23][C:22]([F:25])=[CH:21][CH:20]=4)[CH:16]=3)[C:11]([OH:26])=[C:10]([C:27](OCC)=[O:28])[C:9]2=[O:32])=[CH:4][CH:3]=1.[CH3:33][O:34][CH2:35][CH2:36][NH2:37]. The catalyst is C(O)C. The product is [F:1][C:2]1[CH:3]=[CH:4][C:5]([N:8]2[C:17]3[C:12](=[N:13][CH:14]=[C:15]([CH2:18][C:19]4[CH:24]=[CH:23][C:22]([F:25])=[CH:21][CH:20]=4)[CH:16]=3)[C:11]([OH:26])=[C:10]([C:27]([NH:37][CH2:36][CH2:35][O:34][CH3:33])=[O:28])[C:9]2=[O:32])=[CH:6][CH:7]=1. The yield is 0.860. (4) The reactants are O=[C:2]([CH2:9][C:10]([O:12][CH2:13][CH3:14])=[O:11])[CH2:3][C:4]([O:6][CH2:7][CH3:8])=[O:5].S(Cl)(Cl)=O.[CH:19](=[S:21])[NH2:20]. The catalyst is CCO. The product is [CH2:7]([O:6][C:4](=[O:5])[CH2:3][C:2]1[N:20]=[CH:19][S:21][C:9]=1[C:10]([O:12][CH2:13][CH3:14])=[O:11])[CH3:8]. The yield is 0.330. (5) The reactants are [CH:1]1([C:4](=O)[CH2:5][C:6]#[N:7])[CH2:3][CH2:2]1.CS(O)(=O)=O.[NH2:14][C:15]1[CH:29]=[CH:28][CH:27]=[CH:26][C:16]=1[C:17]([C:19]1[CH:24]=[CH:23][C:22]([F:25])=[CH:21][CH:20]=1)=O.C1(C)C=CC=CC=1.[OH-].[Na+]. The catalyst is O. The product is [CH:1]1([C:4]2[C:5]([C:6]#[N:7])=[C:17]([C:19]3[CH:24]=[CH:23][C:22]([F:25])=[CH:21][CH:20]=3)[C:16]3[C:15](=[CH:29][CH:28]=[CH:27][CH:26]=3)[N:14]=2)[CH2:3][CH2:2]1. The yield is 0.990. (6) The reactants are [Br:1][C:2]1[CH:6]=[C:5]([CH:7]=[O:8])[N:4]([CH3:9])[N:3]=1.[S:10]([OH:14])([CH3:13])(=[O:12])=[O:11].[CH2:15](O)[CH2:16][CH:17]=[CH2:18]. The catalyst is C(Cl)Cl. The product is [CH3:13][S:10]([O:14][CH:16]1[CH2:17][CH2:18][O:8][CH:7]([C:5]2[N:4]([CH3:9])[N:3]=[C:2]([Br:1])[CH:6]=2)[CH2:15]1)(=[O:12])=[O:11]. The yield is 0.780. (7) The reactants are [CH2:1]([NH:8][CH2:9][C@@H:10]([C:19]1[CH:28]=[CH:27][C:26]([O:29][CH2:30][C:31]2[CH:36]=[CH:35][CH:34]=[CH:33][CH:32]=2)=[C:25]2[C:20]=1[CH:21]=[CH:22][C:23](=[O:37])[NH:24]2)[O:11][Si:12]([C:15]([CH3:18])([CH3:17])[CH3:16])([CH3:14])[CH3:13])[C:2]1[CH:7]=[CH:6][CH:5]=[CH:4][CH:3]=1.C(O)(=O)C.O=[CH:43][CH2:44][CH2:45][CH2:46][CH2:47][CH2:48][CH2:49][CH2:50][CH2:51][N:52]1[CH2:57][CH2:56][CH:55]([O:58][C:59](=[O:73])[NH:60][C:61]2[CH:66]=[CH:65][CH:64]=[CH:63][C:62]=2[C:67]2[CH:72]=[CH:71][CH:70]=[CH:69][CH:68]=2)[CH2:54][CH2:53]1.C(O[BH-](OC(=O)C)OC(=O)C)(=O)C.[Na+].C(=O)(O)[O-].[Na+]. The product is [CH2:1]([N:8]([CH2:9][C@@H:10]([C:19]1[CH:28]=[CH:27][C:26]([O:29][CH2:30][C:31]2[CH:32]=[CH:33][CH:34]=[CH:35][CH:36]=2)=[C:25]2[C:20]=1[CH:21]=[CH:22][C:23](=[O:37])[NH:24]2)[O:11][Si:12]([C:15]([CH3:18])([CH3:17])[CH3:16])([CH3:14])[CH3:13])[CH2:43][CH2:44][CH2:45][CH2:46][CH2:47][CH2:48][CH2:49][CH2:50][CH2:51][N:52]1[CH2:53][CH2:54][CH:55]([O:58][C:59](=[O:73])[NH:60][C:61]2[CH:66]=[CH:65][CH:64]=[CH:63][C:62]=2[C:67]2[CH:68]=[CH:69][CH:70]=[CH:71][CH:72]=2)[CH2:56][CH2:57]1)[C:2]1[CH:7]=[CH:6][CH:5]=[CH:4][CH:3]=1. The yield is 0.800. The catalyst is ClCCl. (8) The reactants are [O:1]=[C:2]1[C:7]([CH2:8][C:9]2[CH:14]=[CH:13][C:12]([C:15]3[CH:20]=[CH:19][CH:18]=[CH:17][C:16]=3[C:21]3[NH:25][C:24](=[O:26])[O:23][N:22]=3)=[CH:11][CH:10]=2)=[C:6]([CH2:27][CH2:28][CH3:29])[N:5]2[N:30]=[CH:31][N:32]=[C:4]2[N:3]1[CH2:33][C:34]([O:36]C(C)(C)C)=[O:35].FC(F)(F)C(O)=O. The catalyst is C1(C)C=CC=CC=1. The product is [O:1]=[C:2]1[C:7]([CH2:8][C:9]2[CH:10]=[CH:11][C:12]([C:15]3[CH:20]=[CH:19][CH:18]=[CH:17][C:16]=3[C:21]3[NH:25][C:24](=[O:26])[O:23][N:22]=3)=[CH:13][CH:14]=2)=[C:6]([CH2:27][CH2:28][CH3:29])[N:5]2[N:30]=[CH:31][N:32]=[C:4]2[N:3]1[CH2:33][C:34]([OH:36])=[O:35]. The yield is 0.360. (9) The reactants are [CH:1]1([C:4]2[C:8]([C:9]([OH:11])=O)=[CH:7][N:6]([CH3:12])[N:5]=2)[CH2:3][CH2:2]1.C1(C2N(C)N=CC=2C(O)=O)CC1.C(Cl)(=O)C(Cl)=O.[NH2:31][C:32]1[CH:33]=[C:34]([CH:51]=[CH:52][CH:53]=1)[O:35][C:36]1[CH:37]=[CH:38][C:39]2[N:40]([N:42]=[C:43]([NH:45][C:46]([CH:48]3[CH2:50][CH2:49]3)=[O:47])[N:44]=2)[CH:41]=1. The catalyst is O1CCCC1.CN(C)C=O.O. The product is [CH:1]1([C:4]2[C:8]([C:9]([NH:31][C:32]3[CH:53]=[CH:52][CH:51]=[C:34]([O:35][C:36]4[CH:37]=[CH:38][C:39]5[N:40]([N:42]=[C:43]([NH:45][C:46]([CH:48]6[CH2:49][CH2:50]6)=[O:47])[N:44]=5)[CH:41]=4)[CH:33]=3)=[O:11])=[CH:7][N:6]([CH3:12])[N:5]=2)[CH2:2][CH2:3]1. The yield is 0.200.